This data is from Forward reaction prediction with 1.9M reactions from USPTO patents (1976-2016). The task is: Predict the product of the given reaction. (1) Given the reactants [C:1](Cl)(=O)C(Cl)=O.[CH:7]1[CH:12]=[C:11]2[C:13]([N:15]([CH2:18][CH2:19][C:20]([OH:22])=O)[C:16](=[O:17])[C:10]2=[CH:9][CH:8]=1)=[O:14].C[Si](C=[N+]=[N-])(C)C.CCCCCC.[BrH:36].C(=O)(O)[O-].[Na+], predict the reaction product. The product is: [Br:36][CH2:1][C:20](=[O:22])[CH2:19][CH2:18][N:15]1[C:16](=[O:17])[C:10]2[C:11](=[CH:12][CH:7]=[CH:8][CH:9]=2)[C:13]1=[O:14]. (2) Given the reactants [CH2:1]([N:3]1[C:7]2=[N:8][C:9]([CH2:48][CH3:49])=[C:10]([CH2:19][NH:20][C:21]([C:23]3[CH:28]=[CH:27][CH:26]=[C:25]([C:29]([NH:31][CH2:32][C:33]4[CH:34]=[C:35]([C:40]5[CH:45]=[CH:44][CH:43]=[C:42]([CH:46]=O)[CH:41]=5)[CH:36]=[C:37]([CH3:39])[CH:38]=4)=[O:30])[CH:24]=3)=[O:22])[C:11]([NH:12][CH:13]3[CH2:18][CH2:17][O:16][CH2:15][CH2:14]3)=[C:6]2[CH:5]=[N:4]1)[CH3:2].[CH3:50][CH:51]1[CH2:56][NH:55][CH2:54][CH:53]([CH3:57])[NH:52]1.CC(O)=O.[BH-](OC(C)=O)(OC(C)=O)OC(C)=O.[Na+], predict the reaction product. The product is: [CH2:1]([N:3]1[C:7]2=[N:8][C:9]([CH2:48][CH3:49])=[C:10]([CH2:19][NH:20][C:21]([C:23]3[CH:28]=[CH:27][CH:26]=[C:25]([C:29]([NH:31][CH2:32][C:33]4[CH:34]=[C:35]([C:40]5[CH:45]=[CH:44][CH:43]=[C:42]([CH2:46][N:55]6[CH2:54][C@H:53]([CH3:57])[NH:52][C@H:51]([CH3:50])[CH2:56]6)[CH:41]=5)[CH:36]=[C:37]([CH3:39])[CH:38]=4)=[O:30])[CH:24]=3)=[O:22])[C:11]([NH:12][CH:13]3[CH2:18][CH2:17][O:16][CH2:15][CH2:14]3)=[C:6]2[CH:5]=[N:4]1)[CH3:2]. (3) Given the reactants [CH2:1]([O:3][C:4]([C:6]1[C:7]2[C:15](I)=[N:14][N:13]([CH:17]3[CH2:22][CH2:21][CH2:20][CH2:19][O:18]3)[C:8]=2[N:9]=[C:10]([Cl:12])[CH:11]=1)=[O:5])[CH3:2].[CH2:23]([Sn](CCCC)(CCCC)C=C)[CH2:24]CC, predict the reaction product. The product is: [CH2:1]([O:3][C:4]([C:6]1[C:7]2[C:15]([CH:23]=[CH2:24])=[N:14][N:13]([CH:17]3[CH2:22][CH2:21][CH2:20][CH2:19][O:18]3)[C:8]=2[N:9]=[C:10]([Cl:12])[CH:11]=1)=[O:5])[CH3:2]. (4) Given the reactants [CH3:1][CH:2]([C:4]1[CH:9]=[C:8]([CH3:10])[N:7]=[N:6][C:5]=1[NH:11]C(=O)C(C)(C)C)[CH3:3].Cl, predict the reaction product. The product is: [NH2:11][C:5]1[N:6]=[N:7][C:8]([CH3:10])=[CH:9][C:4]=1[CH:2]([CH3:1])[CH3:3]. (5) The product is: [CH:7]1([C:13]2[C:14]3[CH:15]=[CH:16][C:17]([C:41]([O:43][C:44]([CH3:46])([CH3:45])[CH3:47])=[O:42])=[CH:18][C:19]=3[N:20]3[CH2:26][C:25]([C:27](=[O:34])/[C:28](/[C:29]([O:31][CH2:32][CH3:33])=[O:30])=[CH:48]/[CH:49]([CH3:51])[CH3:50])=[CH:24][C:23]4[CH:35]=[C:36]([O:39][CH3:40])[CH:37]=[CH:38][C:22]=4[C:21]=23)[CH2:8][CH2:9][CH2:10][CH2:11][CH2:12]1. Given the reactants N1CCCCC1.[CH:7]1([C:13]2[C:14]3[CH:15]=[CH:16][C:17]([C:41]([O:43][C:44]([CH3:47])([CH3:46])[CH3:45])=[O:42])=[CH:18][C:19]=3[N:20]3[CH2:26][C:25]([C:27](=[O:34])[CH2:28][C:29]([O:31][CH2:32][CH3:33])=[O:30])=[CH:24][C:23]4[CH:35]=[C:36]([O:39][CH3:40])[CH:37]=[CH:38][C:22]=4[C:21]=23)[CH2:12][CH2:11][CH2:10][CH2:9][CH2:8]1.[CH:48](=O)[CH:49]([CH3:51])[CH3:50], predict the reaction product. (6) Given the reactants [Li]C(C)(C)C.CCCCC.[CH3:11][O:12][C:13]1[CH:18]=[CH:17][C:16](B2OC(C)(C)C(C)(C)O2)=[CH:15][CH:14]=1.B([O-])([O-])OC(C)(C)C.[Li+].[Li+].CCCC[CH2:42][CH2:43][CH2:44][CH2:45][CH2:46][CH2:47][CH3:48].BrC1CCCCCC1.[Cl-].[NH4+], predict the reaction product. The product is: [CH3:11][O:12][C:13]1[CH:14]=[CH:15][C:16]([CH:42]2[CH2:43][CH2:44][CH2:45][CH2:46][CH2:47][CH2:48]2)=[CH:17][CH:18]=1.